From a dataset of Full USPTO retrosynthesis dataset with 1.9M reactions from patents (1976-2016). Predict the reactants needed to synthesize the given product. (1) Given the product [Br:1][C:2]1[CH:3]=[C:4]([NH:10][C:11]2[N:12]=[C:13]([O:17][CH2:29][CH2:30][NH:31][C:32](=[O:33])[O:34][C:35]([CH3:38])([CH3:37])[CH3:36])[CH:14]=[CH:15][CH:16]=2)[C:5](=[O:9])[N:6]([CH3:8])[CH:7]=1, predict the reactants needed to synthesize it. The reactants are: [Br:1][C:2]1[CH:3]=[C:4]([NH:10][C:11]2[CH:16]=[CH:15][CH:14]=[C:13]([OH:17])[N:12]=2)[C:5](=[O:9])[N:6]([CH3:8])[CH:7]=1.CC1C=CC(S(O[CH2:29][CH2:30][NH:31][C:32]([O:34][C:35]([CH3:38])([CH3:37])[CH3:36])=[O:33])(=O)=O)=CC=1.C([O-])([O-])=O.[Cs+].[Cs+]. (2) The reactants are: [C:1]([OH:9])(=O)[C:2]1[CH:7]=[CH:6][CH:5]=[CH:4][CH:3]=1.[CH3:10]/[C:11](/[CH2:15][CH2:16][CH:17]=[C:18]([CH3:20])[CH3:19])=[CH:12]\[CH2:13][NH2:14].C(N(CC)CC)C.C1C=CC(P(N=[N+]=[N-])(C2C=CC=CC=2)=O)=CC=1. Given the product [CH3:10]/[C:11](/[CH2:15][CH2:16][CH:17]=[C:18]([CH3:20])[CH3:19])=[CH:12]\[CH2:13][NH:14][C:1](=[O:9])[C:2]1[CH:3]=[CH:4][CH:5]=[CH:6][CH:7]=1, predict the reactants needed to synthesize it. (3) Given the product [Cl:36][C:32]1[C:31]([F:37])=[C:30]([CH:35]=[CH:34][CH:33]=1)[CH2:29][NH:28][C:27]([C@@H:22]1[CH2:23][C@@H:24]([F:26])[CH2:25][N:21]1[C:19](=[O:20])[CH2:18][N:14]1[C:15]2[C:11](=[CH:10][C:9]([OH:8])=[CH:17][CH:16]=2)[C:12]([C:39]([NH2:41])=[O:40])=[CH:13]1)=[O:38], predict the reactants needed to synthesize it. The reactants are: C([O:8][C:9]1[CH:10]=[C:11]2[C:15](=[CH:16][CH:17]=1)[N:14]([CH2:18][C:19]([N:21]1[CH2:25][C@H:24]([F:26])[CH2:23][C@H:22]1[C:27](=[O:38])[NH:28][CH2:29][C:30]1[CH:35]=[CH:34][CH:33]=[C:32]([Cl:36])[C:31]=1[F:37])=[O:20])[CH:13]=[C:12]2[C:39]([NH2:41])=[O:40])C1C=CC=CC=1.C1(SC)C=CC=CC=1. (4) Given the product [C:24]([C:21]1[C:20]([C:27]2[CH:32]=[CH:31][C:30]([C:33]([F:35])([F:36])[F:34])=[CH:29][CH:28]=2)=[CH:19][C:18]([CH2:17][NH:16][C:14]([C@@H:9]2[CH2:10][C@@H:11]([F:13])[CH2:12][N:8]2[C:6]([O:5][C:1]([CH3:2])([CH3:4])[CH3:3])=[O:7])=[O:15])=[N:23][CH:22]=1)(=[O:26])[NH2:40], predict the reactants needed to synthesize it. The reactants are: [C:1]([O:5][C:6]([N:8]1[CH2:12][C@H:11]([F:13])[CH2:10][C@H:9]1[C:14]([NH:16][CH2:17][C:18]1[N:23]=[CH:22][C:21]([C:24]([OH:26])=O)=[C:20]([C:27]2[CH:32]=[CH:31][C:30]([C:33]([F:36])([F:35])[F:34])=[CH:29][CH:28]=2)[CH:19]=1)=[O:15])=[O:7])([CH3:4])([CH3:3])[CH3:2].[NH4+].[Cl-].C[N:40](C(ON1N=NC2C=CC=NC1=2)=[N+](C)C)C.F[P-](F)(F)(F)(F)F.CCN(C(C)C)C(C)C. (5) Given the product [Cl:1][C:2]1[CH:3]=[C:4]([CH:25]=[CH:26][CH:27]=1)[O:5][C:6]1[C:11]([O:12][CH2:13][CH2:14][CH2:15][C:16]2[C:21]([OH:22])=[CH:20][N:19]=[CH:18][C:17]=2[Cl:24])=[CH:10][CH:9]=[CH:8][N:7]=1, predict the reactants needed to synthesize it. The reactants are: [Cl:1][C:2]1[CH:3]=[C:4]([CH:25]=[CH:26][CH:27]=1)[O:5][C:6]1[C:11]([O:12][CH2:13][CH2:14][CH2:15][C:16]2[C:21]([O:22]C)=[CH:20][N:19]=[CH:18][C:17]=2[Cl:24])=[CH:10][CH:9]=[CH:8][N:7]=1.N1C=CC=CC=1.Cl.C(=O)([O-])O.[Na+]. (6) Given the product [Si:25]([O:17][C@H:9]1[C:10]2[C:15](=[CH:14][C:13]([F:16])=[CH:12][CH:11]=2)[C@H:6]([NH:5][C:3](=[O:4])[C:2]([F:1])([F:18])[F:19])[CH2:7][CH2:8]1)([C:38]([CH3:41])([CH3:40])[CH3:39])([C:32]1[CH:33]=[CH:34][CH:35]=[CH:36][CH:37]=1)[C:26]1[CH:31]=[CH:30][CH:29]=[CH:28][CH:27]=1, predict the reactants needed to synthesize it. The reactants are: [F:1][C:2]([F:19])([F:18])[C:3]([NH:5][C@H:6]1[C:15]2[C:10](=[CH:11][CH:12]=[C:13]([F:16])[CH:14]=2)[C@H:9]([OH:17])[CH2:8][CH2:7]1)=[O:4].N1C=CN=C1.[Si:25](Cl)([C:38]([CH3:41])([CH3:40])[CH3:39])([C:32]1[CH:37]=[CH:36][CH:35]=[CH:34][CH:33]=1)[C:26]1[CH:31]=[CH:30][CH:29]=[CH:28][CH:27]=1. (7) Given the product [CH3:24][C:25]1[CH:26]=[CH:27][C:28]([C:2]2[CH:3]=[C:4]([CH:12]=[C:13]([C:15]3[CH2:22][C:18]4([CH2:21][CH2:20][CH2:19]4)[O:17][N:16]=3)[CH:14]=2)[C:5]([O:7][C:8]([CH3:11])([CH3:10])[CH3:9])=[O:6])=[N:29][CH:30]=1, predict the reactants needed to synthesize it. The reactants are: Br[C:2]1[CH:3]=[C:4]([CH:12]=[C:13]([C:15]2[CH2:22][C:18]3([CH2:21][CH2:20][CH2:19]3)[O:17][N:16]=2)[CH:14]=1)[C:5]([O:7][C:8]([CH3:11])([CH3:10])[CH3:9])=[O:6].[Br-].[CH3:24][C:25]1[CH:26]=[CH:27][C:28]([Zn+])=[N:29][CH:30]=1.